This data is from Full USPTO retrosynthesis dataset with 1.9M reactions from patents (1976-2016). The task is: Predict the reactants needed to synthesize the given product. (1) Given the product [C:1]1([CH2:11][N:12]2[C:16]3[CH:17]=[CH:18][CH:19]=[CH:20][C:15]=3[N:14]([CH2:21][CH2:22][C:23]([NH2:35])=[O:24])[C:13]2=[O:26])[C:10]2[C:5](=[CH:6][CH:7]=[CH:8][CH:9]=2)[CH:4]=[CH:3][CH:2]=1, predict the reactants needed to synthesize it. The reactants are: [C:1]1([CH2:11][N:12]2[C:16]3[CH:17]=[CH:18][CH:19]=[CH:20][C:15]=3[N:14]([CH2:21][CH2:22][C:23](O)=[O:24])[C:13]2=[O:26])[C:10]2[C:5](=[CH:6][CH:7]=[CH:8][CH:9]=2)[CH:4]=[CH:3][CH:2]=1.N.O1CCOCC1.O[N:35]1C2C=CC=CC=2N=N1.CN(C)CCCN=C=NCC. (2) Given the product [Cl:1][C:2]1[C:10]2[N:9]=[C:8]3[N:11]([C:12]4[C:17]([CH3:18])=[CH:16][C:15]([CH3:37])=[CH:14][C:13]=4[O:20][CH3:21])[CH2:44][CH2:45][CH2:23][CH2:22][N:7]3[C:6]=2[C:5]([CH:27]([CH2:30][CH3:31])[CH2:28][CH3:29])=[CH:4][CH:3]=1, predict the reactants needed to synthesize it. The reactants are: [Cl:1][C:2]1[C:10]2[N:9]=[C:8]([NH:11][C:12]3[C:17]([CH3:18])=[CH:16][C:15](Cl)=[CH:14][C:13]=3[O:20][CH3:21])[N:7]([CH:22](CC)[CH2:23]O)[C:6]=2[C:5]([CH:27]([CH2:30][CH3:31])[CH2:28][CH3:29])=[CH:4][CH:3]=1.CS(Cl)(=O)=O.[C:37](=O)([O-])[O-].[K+].[K+].N1C=CC=[CH:45][CH:44]=1.